From a dataset of Full USPTO retrosynthesis dataset with 1.9M reactions from patents (1976-2016). Predict the reactants needed to synthesize the given product. (1) Given the product [CH3:1][C:2]1[CH:3]=[CH:4][C:5]([C:8]2[O:12][N:11]=[CH:10][C:9]=2[C:13]([N:32]2[CH2:33][CH2:34][CH:30]([C:27]3[CH:28]=[CH:29][C:24]([C:23]([F:22])([F:35])[F:36])=[CH:25][CH:26]=3)[CH2:31]2)=[O:15])=[CH:6][CH:7]=1, predict the reactants needed to synthesize it. The reactants are: [CH3:1][C:2]1[CH:7]=[CH:6][C:5]([C:8]2[O:12][N:11]=[CH:10][C:9]=2[C:13]([OH:15])=O)=[CH:4][CH:3]=1.C(O)(=O)C(O)=O.[F:22][C:23]([F:36])([F:35])[C:24]1[CH:29]=[CH:28][C:27]([CH:30]2[CH2:34][CH2:33][NH:32][CH2:31]2)=[CH:26][CH:25]=1. (2) Given the product [CH2:51]([O:53][C:54](=[O:75])[C@H:55]([O:57][C:58]1[CH:63]=[C:62]([NH:10][S:7]([N:1]2[CH2:6][CH2:5][O:4][CH2:3][CH2:2]2)(=[O:9])=[O:8])[N:61]=[C:60]([S:65][CH2:66][C:67]2[CH:72]=[CH:71][CH:70]=[C:69]([F:73])[C:68]=2[F:74])[N:59]=1)[CH3:56])[CH3:52], predict the reactants needed to synthesize it. The reactants are: [N:1]1([S:7]([NH2:10])(=[O:9])=[O:8])[CH2:6][CH2:5][O:4][CH2:3][CH2:2]1.C1(P(C2CCCCC2)C2C=CC=CC=2C2C(C(C)C)=CC(C(C)C)=CC=2C(C)C)CCCCC1.C(=O)([O-])[O-].[Cs+].[Cs+].[CH2:51]([O:53][C:54](=[O:75])[C@H:55]([O:57][C:58]1[CH:63]=[C:62](Cl)[N:61]=[C:60]([S:65][CH2:66][C:67]2[CH:72]=[CH:71][CH:70]=[C:69]([F:73])[C:68]=2[F:74])[N:59]=1)[CH3:56])[CH3:52]. (3) The reactants are: [C:1](=[O:44])([O:3][CH2:4][CH2:5][O:6][C@@H:7]([C:37]1[CH:42]=[CH:41][CH:40]=[C:39]([Cl:43])[CH:38]=1)[C@@H:8]1[CH2:13][CH2:12][CH2:11][N:10]([C:14](=[O:36])[NH:15][C@H:16]([CH2:24][NH:25][CH2:26]C(OCC[Si](C)(C)C)=O)[CH2:17][CH:18]2[CH2:23][CH2:22][CH2:21][CH2:20][CH2:19]2)[CH2:9]1)[NH2:2].[F:45][C:46]([F:51])([F:50])[C:47]([OH:49])=[O:48]. Given the product [C:1](=[O:44])([O:3][CH2:4][CH2:5][O:6][C@@H:7]([C:37]1[CH:42]=[CH:41][CH:40]=[C:39]([Cl:43])[CH:38]=1)[C@@H:8]1[CH2:13][CH2:12][CH2:11][N:10]([C:14](=[O:36])[NH:15][C@H:16]([CH2:24][NH:25][CH3:26])[CH2:17][CH:18]2[CH2:23][CH2:22][CH2:21][CH2:20][CH2:19]2)[CH2:9]1)[NH2:2].[C:47]([OH:49])([C:46]([F:51])([F:50])[F:45])=[O:48], predict the reactants needed to synthesize it. (4) Given the product [CH3:19][N:11]([CH3:15])[C:5]1[CH:4]=[C:3]([C:2]([F:1])([F:16])[F:17])[CH:10]=[CH:9][C:6]=1[CH2:7][NH:8][C:31]([NH:30][C:34]1[C:39]2[O:40][CH2:41][C:42](=[O:44])[NH:43][C:38]=2[CH:37]=[CH:36][CH:35]=1)=[O:32], predict the reactants needed to synthesize it. The reactants are: [F:1][C:2]([F:17])([F:16])[C:3]1[CH:10]=[CH:9][C:6]([C:7]#[N:8])=[C:5]([N:11]2[CH:15]=NC=N2)[CH:4]=1.Cl[C:19](Cl)(OC(=O)OC(Cl)(Cl)Cl)Cl.[N-:30]=[C:31]=[O:32].N[C:34]1[C:39]2[O:40][CH2:41][C:42](=[O:44])[NH:43][C:38]=2[CH:37]=[CH:36][CH:35]=1. (5) Given the product [CH3:1][O:2][C:3]([C:5]1[O:6][C:7]2[CH:13]=[CH:12][C:11]([O:14][CH2:35][CH2:36][N:37]3[CH2:41][CH2:40][CH2:39][CH2:38]3)=[CH:10][C:8]=2[CH:9]=1)=[O:4], predict the reactants needed to synthesize it. The reactants are: [CH3:1][O:2][C:3]([C:5]1[O:6][C:7]2[CH:13]=[CH:12][C:11]([OH:14])=[CH:10][C:8]=2[CH:9]=1)=[O:4].C1(P(C2C=CC=CC=2)C2C=CC=CC=2)C=CC=CC=1.O[CH2:35][CH2:36][N:37]1[CH2:41][CH2:40][CH2:39][CH2:38]1.N(C(OC(C)C)=O)=NC(OC(C)C)=O. (6) Given the product [NH2:19][CH2:18][CH:17]([NH:30][C:31]1[CH:32]=[CH:33][C:34]([C:35]#[N:36])=[CH:37][CH:38]=1)[C:12]1[CH:13]=[C:14]([O:15][CH3:16])[C:9]([O:8][CH2:1][C:2]2[CH:3]=[CH:4][CH:5]=[CH:6][CH:7]=2)=[CH:10][C:11]=1[N+:39]([O-:41])=[O:40], predict the reactants needed to synthesize it. The reactants are: [CH2:1]([O:8][C:9]1[C:14]([O:15][CH3:16])=[CH:13][C:12]([CH:17]([NH:30][C:31]2[CH:38]=[CH:37][C:34]([C:35]#[N:36])=[CH:33][CH:32]=2)[CH2:18][N:19]2C(=O)C3C(=CC=CC=3)C2=O)=[C:11]([N+:39]([O-:41])=[O:40])[CH:10]=1)[C:2]1[CH:7]=[CH:6][CH:5]=[CH:4][CH:3]=1.O.NN. (7) Given the product [Cl:17][C:39]1[C:38]2=[N:37][N:36]([CH2:35][C:34]3[CH:50]=[CH:51][C:31]([O:30][CH3:29])=[CH:32][CH:33]=3)[CH:48]=[C:47]2[C:46]2[CH:45]=[CH:44][CH:43]=[CH:42][C:41]=2[N:40]=1, predict the reactants needed to synthesize it. The reactants are: C(OC(=O)C(C1C2C(=CC=CC=2)NC=1)=O)C.[ClH:17].COC1C=CC(CNN)=CC=1.[CH3:29][O:30][C:31]1[CH:51]=[CH:50][C:34]([CH2:35][N:36]2[CH:48]=[C:47]3[C:38]([C:39](=O)[NH:40][C:41]4[CH:42]=[CH:43][CH:44]=[CH:45][C:46]=43)=[N:37]2)=[CH:33][CH:32]=1. (8) Given the product [C:6]([C:5]1[CH:14]=[CH:15][C:2]([N:29]2[CH2:30][CH2:31][CH2:32][CH:27]([NH:26][C:19](=[O:20])[O:21][C:22]([CH3:24])([CH3:23])[CH3:25])[CH2:28]2)=[C:3]([N+:16]([O-:18])=[O:17])[CH:4]=1)(=[O:7])[C:8]1[CH:13]=[CH:12][CH:11]=[CH:10][CH:9]=1, predict the reactants needed to synthesize it. The reactants are: Cl[C:2]1[CH:15]=[CH:14][C:5]([C:6]([C:8]2[CH:13]=[CH:12][CH:11]=[CH:10][CH:9]=2)=[O:7])=[CH:4][C:3]=1[N+:16]([O-:18])=[O:17].[C:19]([NH:26][CH:27]1[CH2:32][CH2:31][CH2:30][NH:29][CH2:28]1)([O:21][C:22]([CH3:25])([CH3:24])[CH3:23])=[O:20]. (9) Given the product [CH:10]([C:12]1[CH:17]=[CH:16][C:15]([C:18]2[CH:23]=[CH:22][CH:21]=[CH:20][N:19]=2)=[CH:14][CH:13]=1)=[CH2:3], predict the reactants needed to synthesize it. The reactants are: [H-].[Na+].[C:3]1(C)C=CC=CC=1.[CH:10]([C:12]1[CH:17]=[CH:16][C:15]([C:18]2[CH:23]=[CH:22][CH:21]=[CH:20][N:19]=2)=[CH:14][CH:13]=1)=O.